The task is: Predict the product of the given reaction.. This data is from Forward reaction prediction with 1.9M reactions from USPTO patents (1976-2016). (1) Given the reactants [Br:1][C:2]1[C:3](Cl)=[N:4][C:5]([Cl:8])=[N:6][CH:7]=1.[OH-].[NH4+:11], predict the reaction product. The product is: [Br:1][C:2]1[C:3]([NH2:11])=[N:4][C:5]([Cl:8])=[N:6][CH:7]=1. (2) The product is: [CH2:1]([O:3][C:4]([C:6]1[CH:11]=[CH:10][CH:9]=[C:8]([C:12]2[CH2:16][CH2:15][CH2:14][C:13]=2[C:17]2[CH:22]=[C:21]([CH3:23])[CH:20]=[CH:19][C:18]=2[O:24][C:25](=[O:35])[CH3:26])[N:7]=1)=[O:5])[CH3:2]. Given the reactants [CH2:1]([O:3][C:4]([C:6]1[CH:11]=[CH:10][CH:9]=[C:8]([C:12]2[CH2:16][CH2:15][CH2:14][C:13]=2[C:17]2[CH:22]=[C:21]([CH3:23])[CH:20]=[CH:19][C:18]=2[O:24][CH2:25][C:26]2C=CC=CC=2)[N:7]=1)=[O:5])[CH3:2].O.C([O:35]CC)C.C(=O)([O-])[O-].[K+].[K+], predict the reaction product. (3) Given the reactants [CH2:1]([O:3][C:4]([C:6]1[C:14]2[C:9](=[CH:10][CH:11]=[C:12]([OH:15])[CH:13]=2)[N:8]([C:16]2[CH:21]=[CH:20][C:19]([O:22][C:23]([F:26])([F:25])[F:24])=[CH:18][CH:17]=2)[C:7]=1[CH2:27][C:28]([O:30][CH2:31][CH3:32])=[O:29])=[O:5])[CH3:2].[Cl:33][C:34]1[CH:35]=[C:36](B(O)O)[CH:37]=[CH:38][CH:39]=1, predict the reaction product. The product is: [CH2:1]([O:3][C:4]([C:6]1[C:14]2[C:9](=[CH:10][CH:11]=[C:12]([O:15][C:38]3[CH:37]=[CH:36][CH:35]=[C:34]([Cl:33])[CH:39]=3)[CH:13]=2)[N:8]([C:16]2[CH:17]=[CH:18][C:19]([O:22][C:23]([F:26])([F:24])[F:25])=[CH:20][CH:21]=2)[C:7]=1[CH2:27][C:28]([O:30][CH2:31][CH3:32])=[O:29])=[O:5])[CH3:2].